This data is from Reaction yield outcomes from USPTO patents with 853,638 reactions. The task is: Predict the reaction yield, written as a fraction of the theoretical maximum amount of product (1.0 means a 100% yield; for example, 0.34 means a 34% yield). The product is [N:35]1[CH:40]=[CH:39][C:38]([C:7]2[C:11]3([CH2:12][CH2:13]3)[O:10][C:9](=[O:14])[C:8]=2[C:15]2[CH:20]=[CH:19][C:18]([O:21][CH2:22][C:23]3[CH:32]=[CH:31][C:30]4[C:25](=[CH:26][CH:27]=[CH:28][CH:29]=4)[N:24]=3)=[CH:17][CH:16]=2)=[CH:37][CH:36]=1. The yield is 0.180. The reactants are FC(F)(F)S(O[C:7]1[C:11]2([CH2:13][CH2:12]2)[O:10][C:9](=[O:14])[C:8]=1[C:15]1[CH:20]=[CH:19][C:18]([O:21][CH2:22][C:23]2[CH:32]=[CH:31][C:30]3[C:25](=[CH:26][CH:27]=[CH:28][CH:29]=3)[N:24]=2)=[CH:17][CH:16]=1)(=O)=O.[N:35]1[CH:40]=[CH:39][C:38](B(O)O)=[CH:37][CH:36]=1.C([O-])([O-])=O.[Na+].[Na+]. The catalyst is O1CCOCC1.O.C1C=CC([P]([Pd]([P](C2C=CC=CC=2)(C2C=CC=CC=2)C2C=CC=CC=2)([P](C2C=CC=CC=2)(C2C=CC=CC=2)C2C=CC=CC=2)[P](C2C=CC=CC=2)(C2C=CC=CC=2)C2C=CC=CC=2)(C2C=CC=CC=2)C2C=CC=CC=2)=CC=1.